This data is from Aqueous solubility values for 9,982 compounds from the AqSolDB database. The task is: Regression/Classification. Given a drug SMILES string, predict its absorption, distribution, metabolism, or excretion properties. Task type varies by dataset: regression for continuous measurements (e.g., permeability, clearance, half-life) or binary classification for categorical outcomes (e.g., BBB penetration, CYP inhibition). For this dataset (solubility_aqsoldb), we predict Y. (1) The compound is O=c1ccc2cc3ccoc3cc2o1. The Y is -3.74 log mol/L. (2) The compound is CCSC(=S)NCC(=O)O. The Y is -1.09 log mol/L. (3) The drug is OC1C(O)C(O)C(O)C(O)C1O. The Y is -0.100 log mol/L. (4) The molecule is C=CCOc1ccccc1OCC(O)CNC(C)C. The Y is -0.320 log mol/L. (5) The compound is COc1cccc(Cl)c1. The Y is -2.78 log mol/L. (6) The drug is Cc1ccccc1O. The Y is -0.619 log mol/L. (7) The drug is CCCCCCCC/C=C/CCCCCCCC(=O)N(CCO)CCO. The Y is -5.57 log mol/L. (8) The drug is CC1(C)C(C=C(Br)Br)C1C(=O)OC(C#N)c1cccc(Oc2ccccc2)c1. The Y is -8.40 log mol/L. (9) The compound is CCCCc1ccc2cc3ccc4ccccc4c3cc2c1. The Y is -7.52 log mol/L.